This data is from Full USPTO retrosynthesis dataset with 1.9M reactions from patents (1976-2016). The task is: Predict the reactants needed to synthesize the given product. (1) The reactants are: [H-].[H-].[H-].[H-].[Li+].[Al+3].[CH2:7]([N:9]1[C:17]2[C:12](=[N:13][CH:14]=[CH:15][CH:16]=2)[C:11]([C:18]2[CH:23]=[CH:22][C:21]([CH:24]([C:31]3[N:35]([CH2:36][O:37][CH2:38][CH2:39][Si:40]([CH3:43])([CH3:42])[CH3:41])[C:34]4[CH:44]=[CH:45][CH:46]=[CH:47][C:33]=4[N:32]=3)[CH2:25][C:26](OCC)=[O:27])=[CH:20][CH:19]=2)=[N:10]1)[CH3:8].O. Given the product [CH2:7]([N:9]1[C:17]2[C:12](=[N:13][CH:14]=[CH:15][CH:16]=2)[C:11]([C:18]2[CH:23]=[CH:22][C:21]([CH:24]([C:31]3[N:35]([CH2:36][O:37][CH2:38][CH2:39][Si:40]([CH3:43])([CH3:42])[CH3:41])[C:34]4[CH:44]=[CH:45][CH:46]=[CH:47][C:33]=4[N:32]=3)[CH2:25][CH2:26][OH:27])=[CH:20][CH:19]=2)=[N:10]1)[CH3:8], predict the reactants needed to synthesize it. (2) Given the product [F:11][C:12]1[CH:17]=[CH:16][C:15]([C:18]([N:20]2[CH2:25][CH2:24][N:23]3[N:26]=[C:27]([O:29][CH2:2][C:3]4[CH:4]=[C:5]([CH:8]=[CH:9][CH:10]=4)[C:6]#[N:7])[CH:28]=[C:22]3[CH2:21]2)=[O:19])=[CH:14][CH:13]=1, predict the reactants needed to synthesize it. The reactants are: Br[CH2:2][C:3]1[CH:4]=[C:5]([CH:8]=[CH:9][CH:10]=1)[C:6]#[N:7].[F:11][C:12]1[CH:17]=[CH:16][C:15]([C:18]([N:20]2[CH2:25][CH2:24][N:23]3[N:26]=[C:27]([OH:29])[CH:28]=[C:22]3[CH2:21]2)=[O:19])=[CH:14][CH:13]=1.C([O-])([O-])=O.[Cs+].[Cs+].